This data is from Full USPTO retrosynthesis dataset with 1.9M reactions from patents (1976-2016). The task is: Predict the reactants needed to synthesize the given product. Given the product [NH2:28][C:19]1[C:18]2[N:17]=[C:16]([CH2:29][CH2:30][CH3:31])[N:15]([CH2:14][CH2:13][CH2:12][CH2:11][N:10]([O:9][CH3:8])[C:32](=[O:39])[C:33]3[CH:38]=[CH:37][CH:36]=[CH:35][CH:34]=3)[C:27]=2[C:26]2[N:25]=[CH:24][CH:23]=[CH:22][C:21]=2[N:20]=1, predict the reactants needed to synthesize it. The reactants are: C(N(CC)CC)C.[CH3:8][O:9][NH:10][CH2:11][CH2:12][CH2:13][CH2:14][N:15]1[C:27]2[C:26]3[N:25]=[CH:24][CH:23]=[CH:22][C:21]=3[N:20]=[C:19]([NH2:28])[C:18]=2[N:17]=[C:16]1[CH2:29][CH2:30][CH3:31].[C:32](Cl)(=[O:39])[C:33]1[CH:38]=[CH:37][CH:36]=[CH:35][CH:34]=1.